Dataset: Full USPTO retrosynthesis dataset with 1.9M reactions from patents (1976-2016). Task: Predict the reactants needed to synthesize the given product. (1) Given the product [CH2:9]([O:8][C:6]([CH:5]([O:13][C:14](=[O:18])[CH:15]([CH3:17])[CH3:16])[O:4][C:2]([NH:19][C:20]1[CH:25]=[CH:24][C:23]([S:26]([NH:29][C:30]2[CH:34]=[C:33]([CH3:35])[O:32][N:31]=2)(=[O:28])=[O:27])=[CH:22][CH:21]=1)=[O:3])=[O:7])[CH2:10][CH2:11][CH3:12], predict the reactants needed to synthesize it. The reactants are: Cl[C:2]([O:4][CH:5]([O:13][C:14](=[O:18])[CH:15]([CH3:17])[CH3:16])[C:6]([O:8][CH2:9][CH2:10][CH2:11][CH3:12])=[O:7])=[O:3].[NH2:19][C:20]1[CH:25]=[CH:24][C:23]([S:26]([NH:29][C:30]2[CH:34]=[C:33]([CH3:35])[O:32][N:31]=2)(=[O:28])=[O:27])=[CH:22][CH:21]=1.C(N(C(C)C)C(C)C)(C)C. (2) Given the product [Br:1][C:2]1[CH:3]=[C:4]([CH:20]=[CH:21][C:22]=1[O:23][CH3:24])[CH2:5][CH:6]1[C:15]2[C:10](=[CH:11][C:12]([O:18][CH3:19])=[C:13]([O:16][CH3:17])[CH:14]=2)[CH2:9][CH2:8][N:7]1[CH2:26][C:27]([NH:37][CH2:36][C:31]1[CH:32]=[CH:33][CH:34]=[CH:35][N:30]=1)=[O:28], predict the reactants needed to synthesize it. The reactants are: [Br:1][C:2]1[CH:3]=[C:4]([CH:20]=[CH:21][C:22]=1[O:23][CH3:24])[CH2:5][CH:6]1[C:15]2[C:10](=[CH:11][C:12]([O:18][CH3:19])=[C:13]([O:16][CH3:17])[CH:14]=2)[CH2:9][CH2:8][NH:7]1.Br[CH2:26][C:27](Br)=[O:28].[N:30]1[CH:35]=[CH:34][CH:33]=[CH:32][C:31]=1[CH2:36][NH2:37]. (3) Given the product [CH3:1][O:2][C:3]1[CH:11]=[C:10]2[C:6]([C:7]([CH3:15])=[C:8]([C:12]([NH:18][NH:17][C:16]([O:20][C:21]([CH3:24])([CH3:23])[CH3:22])=[O:19])=[O:14])[NH:9]2)=[CH:5][CH:4]=1, predict the reactants needed to synthesize it. The reactants are: [CH3:1][O:2][C:3]1[CH:11]=[C:10]2[C:6]([C:7]([CH3:15])=[C:8]([C:12]([OH:14])=O)[NH:9]2)=[CH:5][CH:4]=1.[C:16]([O:20][C:21]([CH3:24])([CH3:23])[CH3:22])(=[O:19])[NH:17][NH2:18].ON1C2C=CC=CC=2N=N1.CN1CCOCC1.CCN=C=NCCCN(C)C.Cl. (4) Given the product [CH2:1]([N:8]1[CH2:9][CH2:10][C:11]([CH2:34][CH2:35][N:36]2[CH2:37][CH2:38][CH:39]([N:42]([C:50]3[CH:55]=[CH:54][C:53]([CH3:56])=[CH:52][CH:51]=3)[C:43]([C:45]3[O:46][CH:47]=[CH:48][CH:49]=3)=[O:44])[CH2:40][CH2:41]2)([CH2:14][CH2:15][OH:16])[CH2:12][CH2:13]1)[C:2]1[CH:3]=[CH:4][CH:5]=[CH:6][CH:7]=1, predict the reactants needed to synthesize it. The reactants are: [CH2:1]([N:8]1[CH2:13][CH2:12][C:11]([CH2:34][CH2:35][N:36]2[CH2:41][CH2:40][CH:39]([N:42]([C:50]3[CH:55]=[CH:54][C:53]([CH3:56])=[CH:52][CH:51]=3)[C:43]([C:45]3[O:46][CH:47]=[CH:48][CH:49]=3)=[O:44])[CH2:38][CH2:37]2)([CH2:14][CH2:15][O:16][Si](C(C)(C)C)(C2C=CC=CC=2)C2C=CC=CC=2)[CH2:10][CH2:9]1)[C:2]1[CH:7]=[CH:6][CH:5]=[CH:4][CH:3]=1.[F-].C([N+](CCCC)(CCCC)CCCC)CCC.O1CCCC1.C(=O)(O)[O-].[Na+]. (5) Given the product [CH:22](/[C:5]1[CH:4]=[CH:9][C:8]([O:10][C:11]2[CH:12]=[C:13](/[CH:19]=[CH:20]/[CH3:21])[CH:14]=[C:15]([OH:18])[C:16]=2[OH:17])=[CH:7][CH:6]=1)=[CH:23]\[CH3:24], predict the reactants needed to synthesize it. The reactants are: C=CC[C:4]1[CH:9]=[C:8]([O:10][C:11]2[C:16]([OH:17])=[C:15]([OH:18])[CH:14]=[C:13]([CH2:19][CH:20]=[CH2:21])[CH:12]=2)[CH:7]=[CH:6][CH:5]=1.[CH3:22][CH2:23][CH2:24]CCC.